This data is from Volume of distribution at steady state (VDss) regression data from Lombardo et al.. The task is: Regression/Classification. Given a drug SMILES string, predict its absorption, distribution, metabolism, or excretion properties. Task type varies by dataset: regression for continuous measurements (e.g., permeability, clearance, half-life) or binary classification for categorical outcomes (e.g., BBB penetration, CYP inhibition). For this dataset (vdss_lombardo), we predict log10(VDss) (log10 of volume of distribution in L/kg). (1) The molecule is CC(=O)Nc1nnc(S(N)(=O)=O)s1. The log10(VDss) is -0.430. (2) The drug is Cc1nc2n(c(=O)c1CC[NH+]1CCC(c3noc4cc(F)ccc34)CC1)CCCC2. The log10(VDss) is 0.0400. (3) The drug is Cc1nccn1CCC(C(N)=O)(c1ccccc1)c1ccccc1. The log10(VDss) is 0.180. (4) The log10(VDss) is 0.410. The drug is C[NH+]1CCCC1c1cccnc1. (5) The drug is CN(C(=O)c1c([O-])c2ccccc2n(C)c1=O)c1ccccc1. The log10(VDss) is -0.680. (6) The drug is O=C(/C=C/c1c(C(=O)[O-])[nH]c2cc(Cl)cc(Cl)c12)Nc1ccccc1. The log10(VDss) is -0.920. (7) The log10(VDss) is -1.10. The molecule is CCC#CCC(C)C(O)C#CC1C(O)CC2C/C(=C\COCC(=O)[O-])CC21. (8) The compound is O=C(NC1CC[NH+](CCCCC2(C(=O)NCC(F)(F)F)c3ccccc3-c3ccccc32)CC1)c1ccccc1-c1ccc(C(F)(F)F)cc1. The log10(VDss) is 1.21. (9) The drug is O=C1c2ccccc2S(=O)(=O)N1CCCC[NH2+]CC1CCc2ccccc2O1. The log10(VDss) is -0.680.